Dataset: NCI-60 drug combinations with 297,098 pairs across 59 cell lines. Task: Regression. Given two drug SMILES strings and cell line genomic features, predict the synergy score measuring deviation from expected non-interaction effect. Drug 1: C1=CC=C(C=C1)NC(=O)CCCCCCC(=O)NO. Drug 2: CCC1(C2=C(COC1=O)C(=O)N3CC4=CC5=C(C=CC(=C5CN(C)C)O)N=C4C3=C2)O.Cl. Cell line: HOP-62. Synergy scores: CSS=46.9, Synergy_ZIP=0.793, Synergy_Bliss=0.812, Synergy_Loewe=-12.8, Synergy_HSA=0.433.